Dataset: Peptide-MHC class I binding affinity with 185,985 pairs from IEDB/IMGT. Task: Regression. Given a peptide amino acid sequence and an MHC pseudo amino acid sequence, predict their binding affinity value. This is MHC class I binding data. (1) The peptide sequence is IAACAMLLV. The binding affinity (normalized) is 0.449. The MHC is HLA-A02:03 with pseudo-sequence HLA-A02:03. (2) The peptide sequence is VSEKYTDMY. The MHC is HLA-B08:01 with pseudo-sequence HLA-B08:01. The binding affinity (normalized) is 0.0847.